The task is: Predict the product of the given reaction.. This data is from Forward reaction prediction with 1.9M reactions from USPTO patents (1976-2016). (1) Given the reactants [Cl:1][C:2]1[CH:9]=[C:8]([OH:10])[C:7]([O:11][CH3:12])=[CH:6][C:3]=1[CH:4]=[O:5].CN(C)C=O.[H-].[Na+].[NH:20]1[C:24]2[CH:25]=[CH:26][CH:27]=[CH:28][C:23]=2[N:22]=[C:21]1[CH2:29]OC1C(Cl)=CC(C=O)=C(F)C=1, predict the reaction product. The product is: [NH:20]1[C:24]2[CH:25]=[CH:26][CH:27]=[CH:28][C:23]=2[N:22]=[C:21]1[CH2:29][O:10][C:8]1[C:7]([O:11][CH3:12])=[CH:6][C:3]([CH:4]=[O:5])=[C:2]([Cl:1])[CH:9]=1. (2) Given the reactants [CH3:1][O:2][C:3]1[CH:8]=[CH:7][C:6]([N:9]2[CH2:14][CH2:13][N:12]([CH2:15][CH2:16][NH2:17])[CH2:11][CH2:10]2)=[CH:5][CH:4]=1.[CH2:18]([C:22]1[N:26]([C:27]2[CH:32]=[CH:31][CH:30]=[CH:29][CH:28]=2)[N:25]=[C:24]([CH:33]=O)[CH:23]=1)[CH:19]([CH3:21])[CH3:20], predict the reaction product. The product is: [CH2:18]([C:22]1[N:26]([C:27]2[CH:32]=[CH:31][CH:30]=[CH:29][CH:28]=2)[N:25]=[C:24]([CH2:33][NH:17][CH2:16][CH2:15][N:12]2[CH2:11][CH2:10][N:9]([C:6]3[CH:5]=[CH:4][C:3]([O:2][CH3:1])=[CH:8][CH:7]=3)[CH2:14][CH2:13]2)[CH:23]=1)[CH:19]([CH3:21])[CH3:20]. (3) Given the reactants C([O-])(=O)C.[O:5]=[C:6]1[C@@H:9]([NH3+:10])[CH2:8][NH:7]1.CCN(C(C)C)C(C)C.[CH2:20]([O:31][C:32](N1C=CC=CC1=O)=[O:33])[CH2:21][CH2:22][CH2:23][CH2:24][CH2:25][CH2:26][CH2:27][CH2:28][C:29]#[CH:30], predict the reaction product. The product is: [CH2:20]([O:31][C:32](=[O:33])[NH:10][C@H:9]1[CH2:8][NH:7][C:6]1=[O:5])[CH2:21][CH2:22][CH2:23][CH2:24][CH2:25][CH2:26][CH2:27][CH2:28][C:29]#[CH:30]. (4) Given the reactants [CH3:1][N:2]([CH3:14])[C:3]([N:5]1[CH2:9][CH:8]2[CH2:10][C:11](=[CH2:13])[CH2:12][CH:7]2[CH2:6]1)=[O:4].C[Si]([C:19]#[N:20])(C)C.C(=O)([O-])[O-].[Na+].[Na+], predict the reaction product. The product is: [CH3:1][N:2]([CH3:14])[C:3]([N:5]1[CH2:9][CH:8]2[CH2:10][C:11]([N+:20]#[C-:19])([CH3:13])[CH2:12][CH:7]2[CH2:6]1)=[O:4]. (5) Given the reactants [C:1]1([CH3:21])[CH:6]=[CH:5][C:4]([S:7]([N:10]2[C:14]3=[N:15][CH:16]=[C:17]([CH:19]=[CH2:20])[CH:18]=[C:13]3[CH:12]=[CH:11]2)(=[O:9])=[O:8])=[CH:3][CH:2]=1.[N+](=[CH:24][C:25]([O:27][CH2:28][CH3:29])=[O:26])=[N-], predict the reaction product. The product is: [CH2:28]([O:27][C:25]([CH:24]1[CH2:20][CH:19]1[C:17]1[CH:18]=[C:13]2[CH:12]=[CH:11][N:10]([S:7]([C:4]3[CH:5]=[CH:6][C:1]([CH3:21])=[CH:2][CH:3]=3)(=[O:9])=[O:8])[C:14]2=[N:15][CH:16]=1)=[O:26])[CH3:29]. (6) Given the reactants COC1C=CC(C(O[O:10][C:11]2[CH:16]=[CH:15][CH:14]=[C:13]([NH:17][C:18](=[O:27])[C:19]3[CH:24]=[CH:23][C:22]([O:25][CH3:26])=[CH:21][CH:20]=3)[C:12]=2[NH:28][C:29](=[O:38])[C:30]2[CH:35]=[CH:34][C:33]([O:36][CH3:37])=[CH:32][CH:31]=2)=O)=CC=1.[OH-].[Na+], predict the reaction product. The product is: [CH3:37][O:36][C:33]1[CH:32]=[CH:31][C:30]([C:29]([NH:28][C:12]2[C:13]([NH:17][C:18](=[O:27])[C:19]3[CH:24]=[CH:23][C:22]([O:25][CH3:26])=[CH:21][CH:20]=3)=[CH:14][CH:15]=[CH:16][C:11]=2[OH:10])=[O:38])=[CH:35][CH:34]=1. (7) Given the reactants [C:1]([O:4][CH:5]([C:9]1[CH:14]=[C:13]([O:15][CH3:16])[C:12]([O:17][CH3:18])=[C:11]([O:19][CH3:20])[CH:10]=1)[C:6]([OH:8])=O)(=[O:3])[CH3:2].C(N1C=CN=C1)(N1C=CN=C1)=O.[CH3:33][O:34][C:35]1[CH:36]=[C:37]([CH:41]([NH:43][CH3:44])[CH3:42])[CH:38]=[CH:39][CH:40]=1, predict the reaction product. The product is: [CH3:20][O:19][C:11]1[CH:10]=[C:9]([CH:5]([O:4][C:1](=[O:3])[CH3:2])[C:6]([N:43]([CH3:44])[CH:41]([C:37]2[CH:38]=[CH:39][CH:40]=[C:35]([O:34][CH3:33])[CH:36]=2)[CH3:42])=[O:8])[CH:14]=[C:13]([O:15][CH3:16])[C:12]=1[O:17][CH3:18].